From a dataset of Reaction yield outcomes from USPTO patents with 853,638 reactions. Predict the reaction yield, written as a fraction of the theoretical maximum amount of product (1.0 means a 100% yield; for example, 0.34 means a 34% yield). (1) The reactants are [C:1]([O:5][C:6]([N:8]1[CH2:12][CH2:11][CH:10]([C:13]2[CH:21]=[CH:20][C:19]([C:22]([O:24][CH3:25])=[O:23])=[C:18]3[C:14]=2[CH:15]=[C:16]([CH3:33])[N:17]3C(OC(C)(C)C)=O)[CH2:9]1)=[O:7])([CH3:4])([CH3:3])[CH3:2]. The catalyst is CO. The product is [C:1]([O:5][C:6]([N:8]1[CH2:12][CH2:11][CH:10]([C:13]2[CH:21]=[CH:20][C:19]([C:22]([O:24][CH3:25])=[O:23])=[C:18]3[C:14]=2[CH:15]=[C:16]([CH3:33])[NH:17]3)[CH2:9]1)=[O:7])([CH3:4])([CH3:3])[CH3:2]. The yield is 0.860. (2) The yield is 0.480. The product is [Br:1][C:2]1[CH:7]=[CH:6][C:5]([C@@H:13]2[CH2:14][CH2:15][C:11](=[O:16])[CH2:12]2)=[CH:4][CH:3]=1. The reactants are [Br:1][C:2]1[CH:7]=[CH:6][C:5](B(O)O)=[CH:4][CH:3]=1.[C:11]1(=[O:16])[CH2:15][CH2:14][CH:13]=[CH:12]1. The catalyst is C1C=CC(P(C2C=CC3C(=CC=CC=3)C=2C2C3C(=CC=CC=3)C=CC=2P(C2C=CC=CC=2)C2C=CC=CC=2)C2C=CC=CC=2)=CC=1.O1CCOCC1. (3) The reactants are C[O:2][CH:3](OC)[C:4]1[CH:9]=[CH:8][N:7]2[CH:10]=[CH:11][N:12]=[C:6]2[N:5]=1.C(OCC)(=O)C.C(=O)([O-])O.[Na+]. The catalyst is Cl.O. The product is [N:12]1[CH:11]=[CH:10][N:7]2[CH:8]=[CH:9][C:4]([CH:3]=[O:2])=[N:5][C:6]=12. The yield is 0.990. (4) The reactants are [CH3:1][C:2]1[C:6]([CH:7]=O)=[C:5]([C:9]2[CH:14]=[CH:13][CH:12]=[CH:11][CH:10]=2)[O:4][N:3]=1.C(OP([CH2:23][C:24]([O:26]CC)=[O:25])(OCC)=O)C.[H-].[Na+].Cl. The catalyst is CN(C)C=O. The product is [CH3:1][C:2]1[C:6](/[CH:7]=[CH:23]/[C:24]([OH:26])=[O:25])=[C:5]([C:9]2[CH:14]=[CH:13][CH:12]=[CH:11][CH:10]=2)[O:4][N:3]=1. The yield is 0.930. (5) The reactants are [N+:1]([C:4]1[CH:5]=[C:6]2[C:11](=[CH:12][CH:13]=1)[N:10]=[CH:9][NH:8][C:7]2=O)([O-:3])=[O:2].P(Cl)(Cl)([Cl:17])=O. No catalyst specified. The product is [Cl:17][C:7]1[C:6]2[C:11](=[CH:12][CH:13]=[C:4]([N+:1]([O-:3])=[O:2])[CH:5]=2)[N:10]=[CH:9][N:8]=1. The yield is 0.780. (6) The reactants are [CH3:1][O:2][C:3]1[C:11]([O:12][CH3:13])=[CH:10][C:6]([C:7]([NH2:9])=[O:8])=[C:5]([N+:14]([O-])=O)[CH:4]=1. The catalyst is CO.[Pd]. The product is [NH2:14][C:5]1[CH:4]=[C:3]([O:2][CH3:1])[C:11]([O:12][CH3:13])=[CH:10][C:6]=1[C:7]([NH2:9])=[O:8]. The yield is 1.00.